The task is: Regression. Given two drug SMILES strings and cell line genomic features, predict the synergy score measuring deviation from expected non-interaction effect.. This data is from NCI-60 drug combinations with 297,098 pairs across 59 cell lines. Drug 1: CC(C1=C(C=CC(=C1Cl)F)Cl)OC2=C(N=CC(=C2)C3=CN(N=C3)C4CCNCC4)N. Drug 2: C1CC(=O)NC(=O)C1N2C(=O)C3=CC=CC=C3C2=O. Cell line: OVCAR-4. Synergy scores: CSS=2.62, Synergy_ZIP=3.12, Synergy_Bliss=5.48, Synergy_Loewe=4.83, Synergy_HSA=3.61.